This data is from NCI-60 drug combinations with 297,098 pairs across 59 cell lines. The task is: Regression. Given two drug SMILES strings and cell line genomic features, predict the synergy score measuring deviation from expected non-interaction effect. Drug 1: C1CCN(CC1)CCOC2=CC=C(C=C2)C(=O)C3=C(SC4=C3C=CC(=C4)O)C5=CC=C(C=C5)O. Drug 2: CN1CCC(CC1)COC2=C(C=C3C(=C2)N=CN=C3NC4=C(C=C(C=C4)Br)F)OC. Cell line: NCI-H522. Synergy scores: CSS=14.1, Synergy_ZIP=-6.59, Synergy_Bliss=-2.17, Synergy_Loewe=-13.1, Synergy_HSA=-2.91.